From a dataset of Catalyst prediction with 721,799 reactions and 888 catalyst types from USPTO. Predict which catalyst facilitates the given reaction. (1) Reactant: [C:1]([O:7][CH2:8][C@H:9]([C:15]1[C:16]([Br:28])=[C:17]2[C:22](=[CH:23][C:24]=1[CH3:25])[N:21]=[C:20]([CH2:26][OH:27])[CH:19]=[CH:18]2)[O:10][C:11]([CH3:14])([CH3:13])[CH3:12])(=[O:6])[C:2]([CH3:5])([CH3:4])[CH3:3].C(N(CC)CC)C. Product: [C:1]([O:7][CH2:8][C@H:9]([C:15]1[C:16]([Br:28])=[C:17]2[C:22](=[CH:23][C:24]=1[CH3:25])[N:21]=[C:20]([CH:26]=[O:27])[CH:19]=[CH:18]2)[O:10][C:11]([CH3:14])([CH3:13])[CH3:12])(=[O:6])[C:2]([CH3:5])([CH3:3])[CH3:4]. The catalyst class is: 583. (2) Reactant: [CH2:1]([O:3][C:4](=[O:34])[CH2:5][N:6]([C:8](=[O:33])[C@@H:9]([NH:25]C(OC(C)(C)C)=O)[CH2:10][N:11]([CH3:24])[S:12]([C:15]1[CH:20]=[CH:19][CH:18]=[CH:17][C:16]=1[N+:21]([O-:23])=[O:22])(=[O:14])=[O:13])[CH3:7])[CH3:2].Cl. Product: [CH2:1]([O:3][C:4](=[O:34])[CH2:5][N:6]([C:8](=[O:33])[C@@H:9]([NH2:25])[CH2:10][N:11]([CH3:24])[S:12]([C:15]1[CH:20]=[CH:19][CH:18]=[CH:17][C:16]=1[N+:21]([O-:23])=[O:22])(=[O:14])=[O:13])[CH3:7])[CH3:2]. The catalyst class is: 135. (3) Reactant: [F:1][C:2]1[C:7]([F:8])=[CH:6][C:5]([N+:9]([O-])=O)=[CH:4][C:3]=1[C@:12]1([CH3:22])[C@H:18]2[C@H:16]([C:17]2([F:20])[F:19])[S:15][C:14]([NH2:21])=[N:13]1.C(O)(C(F)(F)F)=O.[OH-].[Na+]. Product: [NH2:9][C:5]1[CH:6]=[C:7]([F:8])[C:2]([F:1])=[C:3]([C@:12]2([CH3:22])[C@H:18]3[C@H:16]([C:17]3([F:20])[F:19])[S:15][C:14]([NH2:21])=[N:13]2)[CH:4]=1. The catalyst class is: 565. (4) Reactant: C([O:4][CH2:5][C@@H:6]1[C@@H:11]([O:12]C(=O)C)[C@H:10]([O:16][C@@H:17]2[C@@H:22]([O:23]C(=O)C)[C@@H:21]([O:27]C(=O)C)[C@H:20]([O:31]C(=O)C)[C@@H:19]([CH2:35][O:36]C(=O)C)[O:18]2)[C@H:9]([OH:40])[C@@H:8]([C:41]2[CH:46]=[CH:45][C:44]([O:47][CH3:48])=[C:43]([OH:49])[CH:42]=2)[O:7]1)(=O)C.C([O-])([O-])=O.[K+].[K+]. Product: [OH:40][C@H:9]1[C@@H:10]([O:16][C@@H:17]2[C@@H:22]([OH:23])[C@@H:21]([OH:27])[C@H:20]([OH:31])[C@@H:19]([CH2:35][OH:36])[O:18]2)[C@H:11]([OH:12])[C@@H:6]([CH2:5][OH:4])[O:7][C@@H:8]1[C:41]1[CH:46]=[CH:45][C:44]([O:47][CH3:48])=[C:43]([OH:49])[CH:42]=1. The catalyst class is: 5. (5) Reactant: [CH3:1][N:2]1[CH2:15][CH2:14][C:5]2[NH:6][C:7]3[CH:8]=[CH:9][C:10]([CH3:13])=[CH:11][C:12]=3[C:4]=2[CH2:3]1.[CH:16]1([N:19]2[CH:24]=[C:23]([CH:25]=[CH2:26])[CH:22]=[CH:21][C:20]2=[O:27])[CH2:18][CH2:17]1.[OH-].[K+]. Product: [CH:16]1([N:19]2[CH:24]=[C:23]([CH2:25][CH2:26][N:6]3[C:7]4[CH:8]=[CH:9][C:10]([CH3:13])=[CH:11][C:12]=4[C:4]4[CH2:3][N:2]([CH3:1])[CH2:15][CH2:14][C:5]3=4)[CH:22]=[CH:21][C:20]2=[O:27])[CH2:18][CH2:17]1. The catalyst class is: 37. (6) Reactant: [CH2:1]([NH:4][C:5]1[CH:6]=[C:7]([CH:35]=[C:36]([O:38][CH3:39])[N:37]=1)[C:8]([NH:10][C@@H:11]([CH2:24][C:25]1[CH:30]=[CH:29][CH:28]=[C:27]([O:31][CH2:32][CH:33]=C)[CH:26]=1)[C@@H:12]([OH:23])[CH2:13][C@H:14]([C:16](=[O:22])[NH:17][CH2:18][CH2:19][CH2:20][CH3:21])[CH3:15])=[O:9])[CH:2]=C. Product: [CH2:18]([NH:17][C:16](=[O:22])[C@H:14]([CH3:15])[CH2:13][C@H:12]([OH:23])[C@@H:11]1[CH2:24][C:25]2=[CH:26][C:27](=[CH:28][CH:29]=[CH:30]2)[O:31][CH2:32][CH2:33][CH2:2][CH2:1][NH:4][C:5]2[CH:6]=[C:7]([CH:35]=[C:36]([O:38][CH3:39])[N:37]=2)[C:8](=[O:9])[NH:10]1)[CH2:19][CH2:20][CH3:21]. The catalyst class is: 2. (7) Reactant: [CH2:1]([Si:3]([CH2:8][C:9]1(Br)[CH2:11][C:10]1(Br)Br)([CH2:6][CH3:7])[CH2:4][CH3:5])[CH3:2].C[Li]. Product: [CH2:4]([Si:3]([CH2:8][C:9]1[CH2:11][CH:10]=1)([CH2:1][CH3:2])[CH2:6][CH3:7])[CH3:5]. The catalyst class is: 28.